This data is from Reaction yield outcomes from USPTO patents with 853,638 reactions. The task is: Predict the reaction yield, written as a fraction of the theoretical maximum amount of product (1.0 means a 100% yield; for example, 0.34 means a 34% yield). (1) The reactants are [Li+].[OH-].[C:3]([O:7][C:8]([NH:10][CH2:11][CH2:12][C:13]1[N:17]([CH2:18][CH3:19])[C:16]2[CH:20]=[CH:21][C:22]([C:24]([O:26]C)=[O:25])=[CH:23][C:15]=2[N:14]=1)=[O:9])([CH3:6])([CH3:5])[CH3:4]. The catalyst is O.CO. The product is [C:3]([O:7][C:8]([NH:10][CH2:11][CH2:12][C:13]1[N:17]([CH2:18][CH3:19])[C:16]2[CH:20]=[CH:21][C:22]([C:24]([OH:26])=[O:25])=[CH:23][C:15]=2[N:14]=1)=[O:9])([CH3:4])([CH3:5])[CH3:6]. The yield is 0.875. (2) The reactants are [NH2:1][C:2]1[CH:3]=[C:4]([C:9]2[CH:10]=[CH:11][C:12]3[O:18][CH2:17][CH2:16][N:15]([C:19]([C:21]4[CH:26]=[CH:25][C:24]([S:27]([CH3:30])(=[O:29])=[O:28])=[C:23]([F:31])[C:22]=4[CH2:32][CH3:33])=[O:20])[CH2:14][C:13]=3[CH:34]=2)[CH:5]=[CH:6][C:7]=1[NH2:8].[C:35](O)(=O)[CH2:36][OH:37].[OH-].[Na+]. The catalyst is Cl.O. The product is [CH2:32]([C:22]1[C:23]([F:31])=[C:24]([S:27]([CH3:30])(=[O:28])=[O:29])[CH:25]=[CH:26][C:21]=1[C:19]([N:15]1[CH2:14][C:13]2[CH:34]=[C:9]([C:4]3[CH:5]=[CH:6][C:7]4[N:8]=[C:35]([CH2:36][OH:37])[NH:1][C:2]=4[CH:3]=3)[CH:10]=[CH:11][C:12]=2[O:18][CH2:17][CH2:16]1)=[O:20])[CH3:33]. The yield is 0.590. (3) The reactants are C([O:8][CH2:9][C:10]1[O:11][C:12]([Br:25])=[C:13]([C:15]2[CH:20]=[CH:19][C:18]([C:21]([F:24])([F:23])[F:22])=[CH:17][CH:16]=2)[N:14]=1)C1C=CC=CC=1.BrCC(C1C=CC(C(F)(F)F)=CC=1)=O.C(OCC(N)=O)C1C=CC=CC=1.CS(O)(=O)=O. The catalyst is C(Cl)Cl.O. The product is [Br:25][C:12]1[O:11][C:10]([CH2:9][OH:8])=[N:14][C:13]=1[C:15]1[CH:16]=[CH:17][C:18]([C:21]([F:24])([F:23])[F:22])=[CH:19][CH:20]=1. The yield is 0.680. (4) The reactants are [CH3:1][O:2][C:3]1[CH:8]=[CH:7][CH:6]=[CH:5][C:4]=1[C:9]1[C:17]2[C:12](=[N:13][CH:14]=[C:15](B3OC(C)(C)C(C)(C)O3)[CH:16]=2)[N:11]([CH2:27][O:28][CH2:29][CH2:30][Si:31]([CH3:34])([CH3:33])[CH3:32])[N:10]=1.C[O:36][C:37](=[O:47])[C:38]1[CH:43]=[C:42](Br)[CH:41]=[C:40]([Cl:45])[C:39]=1[OH:46].C(=O)(O)[O-].[Na+].C(O)(=O)CC(CC(O)=O)(C(O)=O)O. The catalyst is C1C=CC([PH+]([C]2[CH][CH][CH][CH]2)C2C=CC=CC=2)=CC=1.C1C=CC([PH+]([C]2[CH][CH][CH][CH]2)C2C=CC=CC=2)=CC=1.C(Cl)Cl.Cl[Pd]Cl.[Fe].C(OCC)(=O)C.C(#N)C. The product is [Cl:45][C:40]1[C:39]([OH:46])=[C:38]([CH:43]=[C:42]([C:15]2[CH:16]=[C:17]3[C:9]([C:4]4[CH:5]=[CH:6][CH:7]=[CH:8][C:3]=4[O:2][CH3:1])=[N:10][N:11]([CH2:27][O:28][CH2:29][CH2:30][Si:31]([CH3:32])([CH3:34])[CH3:33])[C:12]3=[N:13][CH:14]=2)[CH:41]=1)[C:37]([OH:36])=[O:47]. The yield is 0.550. (5) The yield is 0.400. The product is [C:16]([O:15][C:14](=[O:20])[N:13]([C:10]1[CH:9]=[CH:8][C:7]([N:4]2[CH2:5][CH2:6][O:1][CH2:2][CH2:3]2)=[CH:12][CH:11]=1)[C:22]#[C:23][Si:24]([CH:25]([CH3:27])[CH3:26])([CH:31]([CH3:33])[CH3:32])[CH:28]([CH3:30])[CH3:29])([CH3:17])([CH3:19])[CH3:18]. The reactants are [O:1]1[CH2:6][CH2:5][N:4]([C:7]2[CH:12]=[CH:11][C:10]([NH:13][C:14](=[O:20])[O:15][C:16]([CH3:19])([CH3:18])[CH3:17])=[CH:9][CH:8]=2)[CH2:3][CH2:2]1.Br[C:22]#[C:23][Si:24]([CH:31]([CH3:33])[CH3:32])([CH:28]([CH3:30])[CH3:29])[CH:25]([CH3:27])[CH3:26].N1C2C(=CC=C3C=2N=CC=C3)C=CC=1.C[Si]([N-][Si](C)(C)C)(C)C.[K+].[Na+].[Cl-].[NH4+].[OH-]. The catalyst is C1(C)C=CC=CC=1.[Cu]I.CCOCC. (6) The reactants are [CH2:1]([N:3]1[C:7]([CH3:8])=[C:6]([CH2:9][S:10][C:11]2[N:16]=[C:15]([OH:17])[CH:14]=[C:13]([CH3:18])[N:12]=2)[N:5]=[CH:4]1)[CH3:2].[ClH:19].O1CCOCC1. The catalyst is CO. The product is [ClH:19].[CH2:1]([N:3]1[C:7]([CH3:8])=[C:6]([CH2:9][S:10][C:11]2[N:16]=[C:15]([OH:17])[CH:14]=[C:13]([CH3:18])[N:12]=2)[N:5]=[CH:4]1)[CH3:2]. The yield is 0.990.